Dataset: Reaction yield outcomes from USPTO patents with 853,638 reactions. Task: Predict the reaction yield, written as a fraction of the theoretical maximum amount of product (1.0 means a 100% yield; for example, 0.34 means a 34% yield). The reactants are CN(C)C(N(C)C)=N.[CH3:9][O:10][C:11](=[O:40])[CH:12](P(OC)(OC)=O)[NH:13][C:14](=[O:33])[C:15]1[CH:20]=[CH:19][C:18]([C:21]([NH:23][CH2:24][C:25]2[CH:30]=[CH:29][CH:28]=[C:27]([OH:31])[CH:26]=2)=[O:22])=[CH:17][C:16]=1Cl.[Br:41][C:42]1[CH:49]=[CH:48][C:45]([CH:46]=O)=[CH:44][CH:43]=1.[ClH:50]. The catalyst is O1CCCC1.O1CCOCC1. The product is [CH3:9][O:10][C:11](=[O:40])/[C:12](/[NH:13][C:14](=[O:33])[C:15]1[CH:16]=[CH:17][C:18]([C:21]([NH:23][CH2:24][C:25]2[CH:30]=[CH:29][CH:28]=[C:27]([OH:31])[CH:26]=2)=[O:22])=[CH:19][C:20]=1[Cl:50])=[CH:46]/[C:45]1[CH:48]=[CH:49][C:42]([Br:41])=[CH:43][CH:44]=1. The yield is 0.620.